From a dataset of Forward reaction prediction with 1.9M reactions from USPTO patents (1976-2016). Predict the product of the given reaction. (1) Given the reactants I[C:2]1[C:7]([C:8]([O:10][CH3:11])=[O:9])=[CH:6][C:5]([O:12][CH3:13])=[N:4][CH:3]=1.C(=O)([O-])[O-].[K+].[K+].[SH:20][CH2:21][CH2:22][NH:23][C:24](=[O:30])[O:25][C:26]([CH3:29])([CH3:28])[CH3:27], predict the reaction product. The product is: [C:26]([O:25][C:24]([NH:23][CH2:22][CH2:21][S:20][C:2]1[C:7]([C:8]([O:10][CH3:11])=[O:9])=[CH:6][C:5]([O:12][CH3:13])=[N:4][CH:3]=1)=[O:30])([CH3:29])([CH3:28])[CH3:27]. (2) Given the reactants [CH2:1]([N:3]([CH2:6][CH3:7])[CH2:4][CH3:5])C.Cl.[NH2:9][CH2:10][C:11]([O:13][C:14]([CH3:17])([CH3:16])[CH3:15])=[O:12].[CH:18]1[C:28]2[CH:27]=[CH:26][C:25]3[CH:29]=[CH:30][CH:31]=[CH:32][C:24]=3[C:23](=[C:33]3CCNCC3)[C:22]=2[CH:21]=[CH:20][CH:19]=1.[OH2:39], predict the reaction product. The product is: [CH:18]1[C:28]2[CH:27]=[CH:26][C:25]3[CH:29]=[CH:30][CH:31]=[CH:32][C:24]=3[C:23](=[C:33]3[CH2:7][CH2:6][N:3]([C:1]([NH:9][CH2:10][C:11]([O:13][C:14]([CH3:17])([CH3:16])[CH3:15])=[O:12])=[O:39])[CH2:4][CH2:5]3)[C:22]=2[CH:21]=[CH:20][CH:19]=1. (3) Given the reactants [N+:1]([O-:4])(O)=[O:2].[CH:5]1([CH2:10][CH2:11][C:12]([NH:14][C:15]2[C:20]([CH2:21][CH3:22])=[CH:19][CH:18]=[CH:17][C:16]=2[CH2:23][CH3:24])=[O:13])[CH2:9][CH2:8][CH2:7][CH2:6]1.O, predict the reaction product. The product is: [CH:5]1([CH2:10][CH2:11][C:12]([NH:14][C:15]2[C:16]([CH2:23][CH3:24])=[CH:17][CH:18]=[C:19]([N+:1]([O-:4])=[O:2])[C:20]=2[CH2:21][CH3:22])=[O:13])[CH2:9][CH2:8][CH2:7][CH2:6]1. (4) Given the reactants [F:1][C:2]1[CH:3]=[C:4]2[C:9](=[CH:10][CH:11]=1)[N:8]([CH2:12][C:13]1[CH:18]=[CH:17][CH:16]=[C:15]([C:19](O)=[O:20])[CH:14]=1)[C:7](=[O:22])[NH:6][C:5]2=[O:23].F[C:25]1[CH:26]=[C:27]2[C:32](=[CH:33][CH:34]=1)N[C:30](=O)[NH:29][C:28]2=[O:36].BrCC1C=C(C=CC=1)C(OC)=O.COC(C1C=[C:55](C=CC=1)[CH2:56][N:57]1C2C(=CC=CC=2)C(=O)N[C:58]1=O)=O, predict the reaction product. The product is: [CH:27]1([C:28]([N:29]2[CH2:55][CH2:56][N:57]([C:19]([C:15]3[CH:14]=[C:13]([CH:18]=[CH:17][CH:16]=3)[CH2:12][N:8]3[C:3]4[C:4](=[CH:9][CH:10]=[CH:11][C:2]=4[F:1])[C:5](=[O:23])[NH:6][C:7]3=[O:22])=[O:20])[CH2:58][CH2:30]2)=[O:36])[CH2:32][CH2:33][CH2:34][CH2:25][CH2:26]1. (5) Given the reactants [Br:1][CH2:2][CH2:3][C:4](Cl)=[O:5].[CH2:7]([NH:9][CH2:10][CH3:11])[CH3:8], predict the reaction product. The product is: [Br:1][CH2:2][CH2:3][C:4]([N:9]([CH2:10][CH3:11])[CH2:7][CH3:8])=[O:5]. (6) Given the reactants CS(C)=O.C(Cl)(=O)C(Cl)=O.[Si:11]([O:18][C@@H:19]1[C@@H:24]([N:25]2[C:34](=[O:35])[C:33]3[C:28](=[C:29]4[CH:48]=[CH:47][CH:46]=[CH:45][C:30]4=[C:31]([CH2:36][C:37]4[CH:38]=[N:39][C:40]([CH2:43][OH:44])=[CH:41][CH:42]=4)[CH:32]=3)[N:27]=[CH:26]2)[CH2:23][CH2:22][O:21][CH2:20]1)([C:14]([CH3:17])([CH3:16])[CH3:15])([CH3:13])[CH3:12].C(N(CC)CC)C.[Cl-].[NH4+], predict the reaction product. The product is: [Si:11]([O:18][C@@H:19]1[C@@H:24]([N:25]2[C:34](=[O:35])[C:33]3[C:28](=[C:29]4[CH:48]=[CH:47][CH:46]=[CH:45][C:30]4=[C:31]([CH2:36][C:37]4[CH:42]=[CH:41][C:40]([CH:43]=[O:44])=[N:39][CH:38]=4)[CH:32]=3)[N:27]=[CH:26]2)[CH2:23][CH2:22][O:21][CH2:20]1)([C:14]([CH3:15])([CH3:16])[CH3:17])([CH3:12])[CH3:13]. (7) Given the reactants [NH2:1][C:2]1[CH:11]=[CH:10][CH:9]=[C:8]2[C:3]=1[CH:4]=[C:5]([Cl:12])[N:6]=[CH:7]2.[C:13](Cl)(Cl)=[O:14], predict the reaction product. The product is: [Cl:12][C:5]1[N:6]=[CH:7][C:8]2[C:3]([CH:4]=1)=[C:2]([N:1]=[C:13]=[O:14])[CH:11]=[CH:10][CH:9]=2. (8) Given the reactants [C:1]([C:5]1[CH:10]=[CH:9][C:8]([S:11]([NH:14][C:15]2[CH:20]=[C:19]([F:21])[C:18]([Cl:22])=[CH:17][C:16]=2[C:23]2[N:27]([CH3:28])[C:26]([CH2:29]C)=[N:25][N:24]=2)(=[O:13])=[O:12])=[CH:7][CH:6]=1)([CH3:4])([CH3:3])[CH3:2].[CH3:31][N:32](C=O)[CH3:33], predict the reaction product. The product is: [C:1]([C:5]1[CH:10]=[CH:9][C:8]([S:11]([NH:14][C:15]2[CH:20]=[C:19]([F:21])[C:18]([Cl:22])=[CH:17][C:16]=2[C:23]2[N:27]([CH3:28])[C:26]([CH2:29][N:32]([CH3:33])[CH3:31])=[N:25][N:24]=2)(=[O:12])=[O:13])=[CH:7][CH:6]=1)([CH3:3])([CH3:2])[CH3:4]. (9) Given the reactants [N+:1]([C:4]1[CH:5]=[N:6][CH:7]=[CH:8][C:9]=1[C:10]1[O:15][C@H:14]([CH:16]=[CH2:17])[C@@H:13]([OH:18])[C@H:12]([OH:19])[CH:11]=1)([O-:3])=[O:2].N1C=CN=C1.[CH3:25][C:26]([Si:29](Cl)([CH3:31])[CH3:30])([CH3:28])[CH3:27], predict the reaction product. The product is: [Si:29]([O:19][C@@H:12]1[CH:11]=[C:10]([C:9]2[CH:8]=[CH:7][N:6]=[CH:5][C:4]=2[N+:1]([O-:3])=[O:2])[O:15][C@H:14]([CH:16]=[CH2:17])[C@H:13]1[OH:18])([C:26]([CH3:28])([CH3:27])[CH3:25])([CH3:31])[CH3:30]. (10) Given the reactants [Cl:1][C:2]1[CH:3]=[C:4]([NH:10][C@H:11]([C:20]([OH:22])=O)[CH2:12][C:13]2[CH:18]=[CH:17][C:16]([F:19])=[CH:15][CH:14]=2)[CH:5]=[CH:6][C:7]=1[C:8]#[N:9].[CH3:23][C:24]1(C)OC(=O)CC(=O)[O:25]1.S([O-])(O)(=O)=O.[K+], predict the reaction product. The product is: [Cl:1][C:2]1[CH:3]=[C:4]([N:10]2[C:24](=[O:25])[CH:23]=[C:20]([OH:22])[CH:11]2[CH2:12][C:13]2[CH:14]=[CH:15][C:16]([F:19])=[CH:17][CH:18]=2)[CH:5]=[CH:6][C:7]=1[C:8]#[N:9].